From a dataset of Peptide-MHC class I binding affinity with 185,985 pairs from IEDB/IMGT. Regression. Given a peptide amino acid sequence and an MHC pseudo amino acid sequence, predict their binding affinity value. This is MHC class I binding data. (1) The peptide sequence is LIALSVLAVL. The MHC is HLA-A02:01 with pseudo-sequence HLA-A02:01. The binding affinity (normalized) is 0.267. (2) The peptide sequence is EIAQHGAWY. The MHC is HLA-B08:01 with pseudo-sequence HLA-B08:01. The binding affinity (normalized) is 0.0847. (3) The peptide sequence is FIHFFTWGT. The MHC is HLA-A02:01 with pseudo-sequence HLA-A02:01. The binding affinity (normalized) is 0.595. (4) The peptide sequence is KLASAIQKA. The MHC is HLA-A02:03 with pseudo-sequence HLA-A02:03. The binding affinity (normalized) is 0.733. (5) The peptide sequence is ILQLFVFL. The MHC is H-2-Kb with pseudo-sequence H-2-Kb. The binding affinity (normalized) is 0.419. (6) The peptide sequence is LRAEQTDAAV. The MHC is Mamu-B08 with pseudo-sequence Mamu-B08. The binding affinity (normalized) is 0.328. (7) The peptide sequence is KSRCASPST. The MHC is HLA-A02:03 with pseudo-sequence HLA-A02:03. The binding affinity (normalized) is 0.0847. (8) The peptide sequence is EPVDPRLEPW. The MHC is HLA-B08:01 with pseudo-sequence HLA-B08:01. The binding affinity (normalized) is 0. (9) The peptide sequence is SSEQTFMYY. The MHC is HLA-A11:01 with pseudo-sequence HLA-A11:01. The binding affinity (normalized) is 0.485. (10) The peptide sequence is GYTPGQQFY. The MHC is HLA-A69:01 with pseudo-sequence HLA-A69:01. The binding affinity (normalized) is 0.0847.